From a dataset of Full USPTO retrosynthesis dataset with 1.9M reactions from patents (1976-2016). Predict the reactants needed to synthesize the given product. (1) Given the product [C:40]([N:26]1[CH2:27][CH2:28][CH:24]([C:17]2[CH:16]=[C:15]([O:14][C:13]3[CH:29]=[CH:30][C:10]([NH:9][C:1](=[O:8])[C:2]4[CH:3]=[CH:4][CH:5]=[CH:6][CH:7]=4)=[CH:11][CH:12]=3)[C:20]([C:21]([NH2:23])=[O:22])=[CH:19][N:18]=2)[CH2:25]1)(=[O:43])[CH:41]=[CH2:42], predict the reactants needed to synthesize it. The reactants are: [C:1]([NH:9][C:10]1[CH:30]=[CH:29][C:13]([O:14][C:15]2[C:20]([C:21]([NH2:23])=[O:22])=[CH:19][N:18]=[C:17]([CH:24]3[CH2:28][CH2:27][NH:26][CH2:25]3)[CH:16]=2)=[CH:12][CH:11]=1)(=[O:8])[C:2]1[CH:7]=[CH:6][CH:5]=[CH:4][CH:3]=1.C(N(C(C)C)C(C)C)C.[C:40](Cl)(=[O:43])[CH:41]=[CH2:42]. (2) Given the product [F:1][C:2]1[CH:3]=[C:4]2[C:8](=[CH:9][CH:10]=1)[NH:7][CH:6]=[C:5]2[CH2:11][CH:12]([CH3:16])[C:13]([OH:15])=[O:14], predict the reactants needed to synthesize it. The reactants are: [F:1][C:2]1[CH:3]=[C:4]2[C:8](=[CH:9][CH:10]=1)[NH:7][CH:6]=[C:5]2[CH2:11][C:12](C)([C:16](O)=O)[C:13]([OH:15])=[O:14]. (3) The reactants are: [NH2:1][C:2]1[CH:11]=[C:10]2[C:5]([CH:6]=[C:7]([C:13]3[CH:18]=[CH:17][CH:16]=[CH:15][C:14]=3[C:19]([F:22])([F:21])[F:20])[NH:8][C:9]2=[O:12])=[CH:4][CH:3]=1.[Cl:23][CH2:24][C:25](Cl)=[O:26].N1C=CC=CC=1. Given the product [Cl:23][CH2:24][C:25]([NH:1][C:2]1[CH:11]=[C:10]2[C:5]([CH:6]=[C:7]([C:13]3[CH:18]=[CH:17][CH:16]=[CH:15][C:14]=3[C:19]([F:22])([F:20])[F:21])[NH:8][C:9]2=[O:12])=[CH:4][CH:3]=1)=[O:26], predict the reactants needed to synthesize it. (4) Given the product [Cl:13][C:10]1[CH:11]=[CH:12][C:7]([O:6][CH2:5][C:4]([O:3][CH2:1][CH3:2])=[O:27])=[C:8]([C:14]2[C:22]3[S:21][C:20]([CH:23]([CH3:25])[CH3:24])=[N:19][C:18]=3[CH2:17][CH2:16][N:15]=2)[CH:9]=1, predict the reactants needed to synthesize it. The reactants are: [CH2:1]([O:3][C:4](=[O:27])[CH2:5][O:6][C:7]1[CH:12]=[CH:11][C:10]([Cl:13])=[CH:9][C:8]=1[C:14](=O)[NH:15][CH2:16][CH2:17][C:18]1[N:19]=[C:20]([CH:23]([CH3:25])[CH3:24])[S:21][CH:22]=1)[CH3:2].O=P(Cl)(Cl)Cl. (5) Given the product [C:13]([C:12]1[C:11](=[O:16])[NH:10][C:5]2[C:4]([C:3]=1[OH:17])=[CH:9][CH:8]=[CH:7][CH:6]=2)(=[O:15])[CH3:14], predict the reactants needed to synthesize it. The reactants are: CO[C:3](=[O:17])[C:4]1[CH:9]=[CH:8][CH:7]=[CH:6][C:5]=1[NH:10][C:11](=[O:16])[CH2:12][C:13](=[O:15])[CH3:14].C(OCC)C.C[O-].[Na+].S(=O)(=O)(O)O. (6) Given the product [O:10]=[C:9]1[CH2:8][CH2:5][CH2:4][N:1]1[C:2]1[CH:3]=[CH:4][C:5]([CH:8]([CH3:12])[C:9]([OH:11])=[O:10])=[CH:6][CH:7]=1, predict the reactants needed to synthesize it. The reactants are: [NH2:1][C:2]1[CH:7]=[CH:6][C:5]([CH:8]([CH3:12])[C:9]([OH:11])=[O:10])=[CH:4][CH:3]=1. (7) Given the product [ClH:33].[CH3:1][CH:2]1[C:10]2[CH:9]=[C:8]3[O:11][CH2:12][O:13][C:7]3=[CH:6][C:5]=2[C:4](=[O:14])[N:3]1[CH2:15][CH2:16][CH:17]1[CH2:22][CH2:21][NH:20][CH2:19][CH2:18]1, predict the reactants needed to synthesize it. The reactants are: [CH3:1][CH:2]1[C:10]2[CH:9]=[C:8]3[O:11][CH2:12][O:13][C:7]3=[CH:6][C:5]=2[C:4](=[O:14])[N:3]1[CH2:15][CH2:16][CH:17]1[CH2:22][CH2:21][N:20](C(OC(C)(C)C)=O)[CH2:19][CH2:18]1.C(O)C.[ClH:33].